Predict the reaction yield, written as a fraction of the theoretical maximum amount of product (1.0 means a 100% yield; for example, 0.34 means a 34% yield). From a dataset of Reaction yield outcomes from USPTO patents with 853,638 reactions. (1) The reactants are [NH2:1][C:2]1[C:7]([NH2:8])=[C:6]([NH:9][C@@H:10]2[C@@H:15]3[CH2:16][C@@H:12]([CH:13]=[CH:14]3)[C@@H:11]2[C:17]([NH2:19])=[O:18])[CH:5]=[CH:4][N:3]=1.[N:20]1([C:26]2[CH:33]=[CH:32][C:29]([CH:30]=O)=[CH:28][CH:27]=2)[CH2:25][CH2:24][O:23][CH2:22][CH2:21]1. No catalyst specified. The product is [N:20]1([C:26]2[CH:33]=[CH:32][C:29]([C:30]3[NH:1][C:2]4=[N:3][CH:4]=[CH:5][C:6]([NH:9][C@@H:10]5[C@@H:15]6[CH2:16][C@@H:12]([CH:13]=[CH:14]6)[C@@H:11]5[C:17]([NH2:19])=[O:18])=[C:7]4[N:8]=3)=[CH:28][CH:27]=2)[CH2:25][CH2:24][O:23][CH2:22][CH2:21]1. The yield is 0.290. (2) The reactants are [Br:1][C:2]1[CH:10]=[C:9]([Cl:11])[CH:8]=[CH:7][C:3]=1[C:4](O)=[O:5]. The catalyst is C1COCC1. The product is [Br:1][C:2]1[CH:10]=[C:9]([Cl:11])[CH:8]=[CH:7][C:3]=1[CH2:4][OH:5]. The yield is 0.850.